From a dataset of NCI-60 drug combinations with 297,098 pairs across 59 cell lines. Regression. Given two drug SMILES strings and cell line genomic features, predict the synergy score measuring deviation from expected non-interaction effect. (1) Drug 1: C1CCC(C1)C(CC#N)N2C=C(C=N2)C3=C4C=CNC4=NC=N3. Drug 2: CC(C1=C(C=CC(=C1Cl)F)Cl)OC2=C(N=CC(=C2)C3=CN(N=C3)C4CCNCC4)N. Cell line: BT-549. Synergy scores: CSS=-0.900, Synergy_ZIP=3.07, Synergy_Bliss=6.83, Synergy_Loewe=1.19, Synergy_HSA=1.80. (2) Drug 1: CC(CN1CC(=O)NC(=O)C1)N2CC(=O)NC(=O)C2. Drug 2: C1C(C(OC1N2C=NC3=C2NC=NCC3O)CO)O. Cell line: HT29. Synergy scores: CSS=33.7, Synergy_ZIP=-2.83, Synergy_Bliss=-0.790, Synergy_Loewe=-6.08, Synergy_HSA=-2.46. (3) Drug 1: C1CC(=O)NC(=O)C1N2C(=O)C3=CC=CC=C3C2=O. Drug 2: C1C(C(OC1N2C=NC(=NC2=O)N)CO)O. Cell line: UO-31. Synergy scores: CSS=2.52, Synergy_ZIP=-1.72, Synergy_Bliss=-0.604, Synergy_Loewe=-10.3, Synergy_HSA=-4.54. (4) Drug 1: CC1=C(C=C(C=C1)C(=O)NC2=CC(=CC(=C2)C(F)(F)F)N3C=C(N=C3)C)NC4=NC=CC(=N4)C5=CN=CC=C5. Drug 2: C(CN)CNCCSP(=O)(O)O. Cell line: SR. Synergy scores: CSS=-8.76, Synergy_ZIP=3.96, Synergy_Bliss=7.75, Synergy_Loewe=-5.04, Synergy_HSA=-4.95. (5) Drug 1: CCC1(CC2CC(C3=C(CCN(C2)C1)C4=CC=CC=C4N3)(C5=C(C=C6C(=C5)C78CCN9C7C(C=CC9)(C(C(C8N6C=O)(C(=O)OC)O)OC(=O)C)CC)OC)C(=O)OC)O.OS(=O)(=O)O. Drug 2: CC1=C(C(CCC1)(C)C)C=CC(=CC=CC(=CC(=O)O)C)C. Cell line: SK-MEL-28. Synergy scores: CSS=13.8, Synergy_ZIP=-2.40, Synergy_Bliss=3.55, Synergy_Loewe=-15.9, Synergy_HSA=2.86.